This data is from Catalyst prediction with 721,799 reactions and 888 catalyst types from USPTO. The task is: Predict which catalyst facilitates the given reaction. (1) The catalyst class is: 97. Reactant: [OH-].[Na+].C([O:5][C:6]([C:8]1[CH:13]=[C:12]([CH3:14])[N:11]([CH2:15][C:16]([OH:18])=[O:17])[C:10](=[O:19])[C:9]=1[O:20][CH2:21][C:22]1[CH:27]=[CH:26][CH:25]=[CH:24][CH:23]=1)=[O:7])C. Product: [CH2:21]([O:20][C:9]1[C:10](=[O:19])[N:11]([CH2:15][C:16]([OH:18])=[O:17])[C:12]([CH3:14])=[CH:13][C:8]=1[C:6]([OH:7])=[O:5])[C:22]1[CH:23]=[CH:24][CH:25]=[CH:26][CH:27]=1. (2) The catalyst class is: 15. Product: [C:2]([NH:11][C:12]1[CH:13]=[C:14]([CH:18]=[CH:19][C:20]=1[Cl:21])[C:15]([OH:17])=[O:16])(=[O:1])[CH3:3]. Reactant: [O:1]1CC[CH2:3][CH2:2]1.C([O-])(O)=O.[Na+].[NH2:11][C:12]1[CH:13]=[C:14]([CH:18]=[CH:19][C:20]=1[Cl:21])[C:15]([OH:17])=[O:16].C(OC(=O)C)(=O)C. (3) Product: [CH:1]1([CH2:7][O:8][C:12]2[O:16][C:15]([C:17]([O:19][CH2:20][CH:21]3[CH2:26][CH2:25][CH2:24][CH2:23][CH2:22]3)=[O:18])=[CH:14][CH:13]=2)[CH2:6][CH2:5][CH2:4][CH2:3][CH2:2]1. Reactant: [CH:1]1([CH2:7][OH:8])[CH2:6][CH2:5][CH2:4][CH2:3][CH2:2]1.[H-].[Na+].Br[C:12]1[O:16][C:15]([C:17]([O:19][CH2:20][CH:21]2[CH2:26][CH2:25][CH2:24][CH2:23][CH2:22]2)=[O:18])=[CH:14][CH:13]=1. The catalyst class is: 37. (4) Reactant: [Br:1][C:2]1[CH:7]=[CH:6][C:5]([C:8](=[O:10])[CH3:9])=[C:4]([OH:11])[CH:3]=1.C([O-])([O-])=O.[K+].[K+].[I-].[K+].Br[CH2:21][CH2:22][NH:23][C:24](=[O:30])[O:25][C:26]([CH3:29])([CH3:28])[CH3:27]. Product: [C:8]([C:5]1[CH:6]=[CH:7][C:2]([Br:1])=[CH:3][C:4]=1[O:11][CH2:21][CH2:22][NH:23][C:24](=[O:30])[O:25][C:26]([CH3:29])([CH3:28])[CH3:27])(=[O:10])[CH3:9]. The catalyst class is: 3. (5) Reactant: [F:1][C:2]1[CH:41]=[CH:40][C:5]([C:6]([NH:8][C@:9]([C:31]2[CH:39]=[CH:38][C:34]([C:35](F)=[O:36])=[CH:33][CH:32]=2)([C:17]2[CH:22]=[C:21]([O:23][C:24]([F:29])([F:28])[CH:25]([F:27])[F:26])[CH:20]=[C:19]([F:30])[CH:18]=2)[CH2:10][C:11]2[CH:16]=[CH:15][CH:14]=[CH:13][CH:12]=2)=[O:7])=[CH:4][C:3]=1[C:42]([F:45])([F:44])[F:43].[NH3:46]. Product: [C:35]([C:34]1[CH:33]=[CH:32][C:31]([C@@:9]([NH:8][C:6](=[O:7])[C:5]2[CH:40]=[CH:41][C:2]([F:1])=[C:3]([C:42]([F:43])([F:45])[F:44])[CH:4]=2)([C:17]2[CH:22]=[C:21]([O:23][C:24]([F:29])([F:28])[CH:25]([F:26])[F:27])[CH:20]=[C:19]([F:30])[CH:18]=2)[CH2:10][C:11]2[CH:16]=[CH:15][CH:14]=[CH:13][CH:12]=2)=[CH:39][CH:38]=1)(=[O:36])[NH2:46]. The catalyst class is: 10.